This data is from Forward reaction prediction with 1.9M reactions from USPTO patents (1976-2016). The task is: Predict the product of the given reaction. (1) Given the reactants [CH3:1][O:2][CH:3]([C:8]([O:10]C)=O)[C:4](OC)=[O:5].[NH2:12][C:13]([NH2:15])=[S:14], predict the reaction product. The product is: [CH3:1][O:2][CH:3]1[C:8](=[O:10])[NH:15][C:13](=[S:14])[NH:12][C:4]1=[O:5]. (2) Given the reactants C(OC([N:6]1[CH:10]=[C:9]([C:11]2[CH:16]=[CH:15][C:14]([C:17]([O:19]C)=[O:18])=[CH:13][CH:12]=2)[N:8]([CH2:21][C:22]2[CH:27]=[CH:26][C:25]([C:28]([F:34])([F:33])[P:29]([OH:32])([OH:31])=[O:30])=[C:24]([Br:35])[CH:23]=2)[C:7]1=[O:36])=O)C.Cl, predict the reaction product. The product is: [Br:35][C:24]1[CH:23]=[C:22]([CH:27]=[CH:26][C:25]=1[C:28]([F:34])([F:33])[P:29]([OH:32])([OH:31])=[O:30])[CH2:21][N:8]1[C:9]([C:11]2[CH:12]=[CH:13][C:14]([C:17]([OH:19])=[O:18])=[CH:15][CH:16]=2)=[CH:10][NH:6][C:7]1=[O:36]. (3) The product is: [CH3:1][O:2][C:3]1[CH:8]=[CH:7][CH:6]=[CH:5][C:4]=1[C:9]1[C:17]2[C:12](=[N:13][CH:14]=[C:15]([C:18]3[CH:26]=[C:22]([C:23]([N:34]4[CH2:33][CH2:30][CH2:31][CH2:32]4)=[O:24])[CH:21]=[N:20][CH:19]=3)[CH:16]=2)[NH:11][N:10]=1. Given the reactants [CH3:1][O:2][C:3]1[CH:8]=[CH:7][CH:6]=[CH:5][C:4]=1[C:9]1[C:17]2[C:12](=[N:13][CH:14]=[C:15]([C:18]3[CH:19]=[N:20][CH:21]=[C:22]([CH:26]=3)[C:23](O)=[O:24])[CH:16]=2)[NH:11][N:10]=1.C1[CH:32]=[CH:31][C:30]([CH2:33][NH:34]S(C2C=CC3N=NN(O)C=3C=2)(=O)=O)=CC=1.Cl.CCN=C=NCCCN(C)C.N1CCCC1, predict the reaction product. (4) Given the reactants [CH2:1]([C:4]1[C:12]2[N:11]=[C:10]([CH2:13][O:14][C:15]3[CH:20]=[CH:19][C:18]([Cl:21])=[CH:17][CH:16]=3)[N:9]([CH2:22][CH2:23][CH2:24][CH:25]3[CH2:30][CH2:29][N:28](C(OC(C)(C)C)=O)[CH2:27][CH2:26]3)[C:8]=2[CH:7]=[CH:6][CH:5]=1)[CH:2]=[CH2:3].[F:38][C:39]([F:44])([F:43])[C:40]([OH:42])=[O:41], predict the reaction product. The product is: [F:38][C:39]([F:44])([F:43])[C:40]([OH:42])=[O:41].[CH2:1]([C:4]1[C:12]2[N:11]=[C:10]([CH2:13][O:14][C:15]3[CH:20]=[CH:19][C:18]([Cl:21])=[CH:17][CH:16]=3)[N:9]([CH2:22][CH2:23][CH2:24][CH:25]3[CH2:26][CH2:27][NH:28][CH2:29][CH2:30]3)[C:8]=2[CH:7]=[CH:6][CH:5]=1)[CH:2]=[CH2:3].